Dataset: Reaction yield outcomes from USPTO patents with 853,638 reactions. Task: Predict the reaction yield, written as a fraction of the theoretical maximum amount of product (1.0 means a 100% yield; for example, 0.34 means a 34% yield). (1) The reactants are C([O:8][C:9](=[O:30])[CH2:10][C:11]1[CH2:20][CH2:19][C:18]2[C:13](=[CH:14][C:15]([O:21][CH3:22])=[CH:16][CH:17]=2)[C:12]=1[CH2:23][C:24]1[CH:29]=[CH:28][CH:27]=[CH:26][CH:25]=1)C1C=CC=CC=1. The catalyst is CCO.[OH-].[OH-].[Pd+2]. The product is [CH2:23]([CH:12]1[C:13]2[C:18](=[CH:17][CH:16]=[C:15]([O:21][CH3:22])[CH:14]=2)[CH2:19][CH2:20][CH:11]1[CH2:10][C:9]([OH:30])=[O:8])[C:24]1[CH:29]=[CH:28][CH:27]=[CH:26][CH:25]=1. The yield is 0.740. (2) The reactants are [F:1][C:2]([F:28])([F:27])[C:3]1([O:22][Si](C)(C)C)[C:15]2[NH:14][C:13]3[C:8](=[CH:9][C:10]([C:20]#[N:21])=[CH:11][C:12]=3[C:16]([F:19])([F:18])[F:17])[C:7]=2[CH2:6][CH2:5][CH2:4]1.[OH-].[K+]. The catalyst is C1COCC1.O. The product is [OH:22][C:3]1([C:2]([F:28])([F:1])[F:27])[C:15]2[NH:14][C:13]3[C:8](=[CH:9][C:10]([C:20]#[N:21])=[CH:11][C:12]=3[C:16]([F:17])([F:18])[F:19])[C:7]=2[CH2:6][CH2:5][CH2:4]1. The yield is 0.366. (3) The reactants are [Br:1][C:2]1[CH:7]=[CH:6][C:5]([CH:8]([OH:12])[CH2:9][CH2:10]Cl)=[CH:4][CH:3]=1.[NH:13]1[CH:17]=[CH:16][N:15]=[CH:14]1. The catalyst is CN(C)C=O. The product is [Br:1][C:2]1[CH:7]=[CH:6][C:5]([CH:8]([OH:12])[CH2:9][CH2:10][N:13]2[CH:17]=[CH:16][N:15]=[CH:14]2)=[CH:4][CH:3]=1. The yield is 0.440. (4) The reactants are [C:1]1(=[O:6])[CH2:5][CH2:4][CH2:3][CH2:2]1.[OH-].[Na+].P(=O)(O)(O)O.P([O-])([O-])([O-])=O.[Na+].[Na+].[Na+].[CH:22](=[O:27])[CH2:23][CH2:24][CH2:25][CH3:26]. The catalyst is C(=C1CCCC1=O)CCCC. The product is [OH:27][CH:22]([CH:2]1[CH2:3][CH2:4][CH2:5][C:1]1=[O:6])[CH2:23][CH2:24][CH2:25][CH3:26]. The yield is 0.835.